Dataset: Full USPTO retrosynthesis dataset with 1.9M reactions from patents (1976-2016). Task: Predict the reactants needed to synthesize the given product. The reactants are: CN(C(ON1N=NC2C=CC=NC1=2)=[N+](C)C)C.F[P-](F)(F)(F)(F)F.[F:25][C:26]1[CH:27]=[C:28]([NH:37][C:38]([C@H:40]2[C:49]3[C:44](=[CH:45][C:46]([O:50][CH3:51])=[CH:47][CH:48]=3)[CH2:43][CH2:42][NH:41]2)=[O:39])[CH:29]=[C:30]([F:36])[C:31]=1[Si:32]([CH3:35])([CH3:34])[CH3:33].[C:52]([O:56][C:57](=[O:66])[CH2:58][C@H:59]1[CH2:62][C@H:61]([C:63](O)=[O:64])[CH2:60]1)([CH3:55])([CH3:54])[CH3:53].CCN(C(C)C)C(C)C. Given the product [F:25][C:26]1[CH:27]=[C:28]([NH:37][C:38]([C@H:40]2[C:49]3[C:44](=[CH:45][C:46]([O:50][CH3:51])=[CH:47][CH:48]=3)[CH2:43][CH2:42][N:41]2[C:63]([C@H:61]2[CH2:60][C@H:59]([CH2:58][C:57]([O:56][C:52]([CH3:55])([CH3:54])[CH3:53])=[O:66])[CH2:62]2)=[O:64])=[O:39])[CH:29]=[C:30]([F:36])[C:31]=1[Si:32]([CH3:33])([CH3:35])[CH3:34], predict the reactants needed to synthesize it.